The task is: Predict the reaction yield, written as a fraction of the theoretical maximum amount of product (1.0 means a 100% yield; for example, 0.34 means a 34% yield).. This data is from Reaction yield outcomes from USPTO patents with 853,638 reactions. (1) The reactants are [C:1]1([CH3:17])[CH:6]=[CH:5][C:4]([S:7]([N:10]2[CH:14]=[CH:13][N:12]=[C:11]2[CH2:15]O)(=[O:9])=[O:8])=[CH:3][CH:2]=1.C(Br)(Br)(Br)[Br:19].C1(P(C2C=CC=CC=2)C2C=CC=CC=2)C=CC=CC=1. The catalyst is C(Cl)Cl. The product is [Br:19][CH2:15][C:11]1[N:10]([S:7]([C:4]2[CH:5]=[CH:6][C:1]([CH3:17])=[CH:2][CH:3]=2)(=[O:9])=[O:8])[CH:14]=[CH:13][N:12]=1. The yield is 0.450. (2) The reactants are Cl[C:2]1[CH:3]=[CH:4][C:5]2[N:6]([C:8]([C:11]([O:13][CH2:14][CH3:15])=[O:12])=[CH:9][N:10]=2)[N:7]=1.Cl.[F:17][C@H:18]1[CH2:22][CH2:21][NH:20][CH2:19]1.C([O-])([O-])=O.[K+].[K+].O. The catalyst is CS(C)=O.CCOC(C)=O. The product is [F:17][C@H:18]1[CH2:22][CH2:21][N:20]([C:2]2[CH:3]=[CH:4][C:5]3[N:6]([C:8]([C:11]([O:13][CH2:14][CH3:15])=[O:12])=[CH:9][N:10]=3)[N:7]=2)[CH2:19]1. The yield is 0.490. (3) The reactants are [OH:1][C:2]1[CH:7]=[CH:6][C:5]([Cl:8])=[CH:4][C:3]=1[S:9]([N:12]1[CH2:16][CH2:15][CH2:14][CH2:13]1)(=[O:11])=[O:10].[OH2:17].Cl[C:19](Cl)(Cl)[C:20]([CH3:23])(O)[CH3:21].[OH-:26].[Na+]. The product is [Cl:8][C:5]1[CH:6]=[CH:7][C:2]([O:1][C:20]([CH3:23])([CH3:21])[C:19]([OH:26])=[O:17])=[C:3]([S:9]([N:12]2[CH2:13][CH2:14][CH2:15][CH2:16]2)(=[O:11])=[O:10])[CH:4]=1. The yield is 0.270. The catalyst is CC(C)=O. (4) The reactants are CC([N:6]1CCCC1)(C)CO.C(N(CC)CC)C.C1(C)C(S(Cl)(=O)=O)=CC=CC=1.C[C:30]1[NH:31][C:32]2[C:37]([C:38]=1C(OCC1C=CC=CC=1)=O)=[CH:36][C:35](O)=[CH:34][CH:33]=2.C(=O)([O-])[O-].[K+].[K+]. The catalyst is C(#N)C.C(OCC)(=O)C.CO.C(N(CC)CC)C. The product is [NH:31]1[C:32]2[C:37](=[CH:36][CH:35]=[CH:34][CH:33]=2)[CH:38]=[C:30]1[NH2:6]. The yield is 0.0500. (5) The reactants are [S:1]1[C:5]2[CH:6]=[CH:7][CH:8]=[CH:9][C:4]=2[C:3]([CH:10]([NH:17][C:18]2[CH:26]=[CH:25][C:21]([C:22](O)=[O:23])=[CH:20][CH:19]=2)[CH:11]2[CH2:16][CH2:15][CH2:14][CH2:13][CH2:12]2)=[CH:2]1.[CH3:27][NH:28][CH2:29][CH2:30][C:31]([O:33]CC)=[O:32]. No catalyst specified. The product is [S:1]1[C:5]2[CH:6]=[CH:7][CH:8]=[CH:9][C:4]=2[C:3]([CH:10]([NH:17][C:18]2[CH:26]=[CH:25][C:21]([C:22]([N:28]([CH3:27])[CH2:29][CH2:30][C:31]([OH:33])=[O:32])=[O:23])=[CH:20][CH:19]=2)[CH:11]2[CH2:12][CH2:13][CH2:14][CH2:15][CH2:16]2)=[CH:2]1. The yield is 0.710. (6) The reactants are [CH3:1][O:2][C:3]([C:5]1[N:6]=[CH:7][NH:8][CH:9]=1)=[O:4].[H-].[Na+].[Cl:12][C:13]1[CH:18]=[CH:17][C:16]([C@@H:19]2[C@:21]3([C:29]4[C:24](=[CH:25][CH:26]=[CH:27][CH:28]=4)[N:23]([CH2:30][C:31]4C=CN=CC=4)[C:22]3=[O:37])[CH2:20]2)=[CH:15][CH:14]=1.BrCCN1C2C(=CC=CC=2)[C@@]2(C[C@@H]2C2C=CC(Cl)=CC=2)C1=O. The catalyst is CN(C=O)C. The product is [CH3:1][O:2][C:3]([C:5]1[N:6]=[CH:7][N:8]([CH2:31][CH2:30][N:23]2[C:24]3[C:29](=[CH:28][CH:27]=[CH:26][CH:25]=3)[C@:21]3([CH2:20][C@H:19]3[C:16]3[CH:15]=[CH:14][C:13]([Cl:12])=[CH:18][CH:17]=3)[C:22]2=[O:37])[CH:9]=1)=[O:4]. The yield is 0.350. (7) The reactants are Cl[CH2:2][C:3]1[CH:8]=[CH:7][CH:6]=[C:5]([F:9])[CH:4]=1.[OH:10][CH2:11][C:12]([NH:14][CH2:15][C@H:16]([O:18][C:19]1[CH:28]=[CH:27][CH:26]=[C:25]2[C:20]=1[C:21]([NH:29][C:30]1[CH:35]=[CH:34][C:33]([OH:36])=[C:32]([CH3:37])[CH:31]=1)=[N:22][CH:23]=[N:24]2)[CH3:17])=[O:13]. No catalyst specified. The product is [F:9][C:5]1[CH:4]=[C:3]([CH:8]=[CH:7][CH:6]=1)[CH2:2][O:36][C:33]1[CH:34]=[CH:35][C:30]([NH:29][C:21]2[C:20]3[C:25](=[CH:26][CH:27]=[CH:28][C:19]=3[O:18][C@H:16]([CH3:17])[CH2:15][NH:14][C:12](=[O:13])[CH2:11][OH:10])[N:24]=[CH:23][N:22]=2)=[CH:31][C:32]=1[CH3:37]. The yield is 0.250.